Task: Predict the reactants needed to synthesize the given product.. Dataset: Retrosynthesis with 50K atom-mapped reactions and 10 reaction types from USPTO (1) Given the product CC(CCNC(=O)c1ccc(Cl)s1)n1ccnc1, predict the reactants needed to synthesize it. The reactants are: CC(CCN)n1ccnc1.O=C(Cl)c1ccc(Cl)s1. (2) Given the product O=C(OCC(Cl)(Cl)Cl)N1CCc2ccccc2C1, predict the reactants needed to synthesize it. The reactants are: O=C(Cl)OCC(Cl)(Cl)Cl.c1ccc2c(c1)CCNC2. (3) The reactants are: CC(Cc1cccc(Cl)c1Cl)CC(C(=O)C(C)(C)C)n1cncn1. Given the product CC(Cc1cccc(Cl)c1Cl)CC(C(O)C(C)(C)C)n1cncn1, predict the reactants needed to synthesize it. (4) Given the product Cc1cc(Nc2nnn[nH]2)cc(C)c1Oc1ccc(O)c(S(=O)(=O)CC2CC2)c1, predict the reactants needed to synthesize it. The reactants are: Cc1cc(NC#N)cc(C)c1Oc1ccc(O)c(S(=O)(=O)CC2CC2)c1.[N-]=[N+]=[N-]. (5) The reactants are: CCOC(=O)CC1CCc2cc(NC(=O)c3ccc(NC=NN)cc3)ccc2O1. Given the product NN=CNc1ccc(C(=O)Nc2ccc3c(c2)CCC(CC(=O)O)O3)cc1, predict the reactants needed to synthesize it.